The task is: Predict the reaction yield, written as a fraction of the theoretical maximum amount of product (1.0 means a 100% yield; for example, 0.34 means a 34% yield).. This data is from Reaction yield outcomes from USPTO patents with 853,638 reactions. (1) The reactants are C(=O)([O-])[O-].[K+].[K+].[CH2:7](Br)[C:8]1[CH:13]=[CH:12][CH:11]=[CH:10][CH:9]=1.[Cl:15][C:16]1[CH:17]=[C:18]2[C:22](=[CH:23][CH:24]=1)[NH:21][N:20]=[C:19]2[C:25]#[N:26]. The catalyst is CC(C)=O. The product is [CH2:7]([N:21]1[CH:22]2[CH:18]([CH:17]=[C:16]([Cl:15])[CH:24]=[CH:23]2)[C:19]([C:25]#[N:26])=[N:20]1)[C:8]1[CH:13]=[CH:12][CH:11]=[CH:10][CH:9]=1. The yield is 0.800. (2) The reactants are [CH2:1]([C:4]1([CH3:24])[CH2:13][C:12]2[C:7](=[CH:8][CH:9]=[CH:10][CH:11]=2)[N:6]([CH2:14][C:15]2[CH:20]=[CH:19][C:18]([O:21][CH3:22])=[CH:17][CH:16]=2)[C:5]1=[O:23])[CH:2]=[CH2:3].B1C2CCCC1CCC2.C1C[O:37]CC1. No catalyst specified. The product is [OH:37][CH2:3][CH2:2][CH2:1][C:4]1([CH3:24])[CH2:13][CH:12]2[CH:7]([CH:8]=[CH:9][CH:10]=[CH:11]2)[N:6]([CH2:14][C:15]2[CH:16]=[CH:17][C:18]([O:21][CH3:22])=[CH:19][CH:20]=2)[C:5]1=[O:23]. The yield is 0.840. (3) The reactants are [F:1][C:2]1[CH:7]=[CH:6][CH:5]=[C:4]([O:8][CH3:9])[C:3]=1[C:10]1[N:14]([S:15]([C:18]2[CH:19]=[N:20][CH:21]=[CH:22][CH:23]=2)(=[O:17])=[O:16])[CH:13]=[C:12]([CH2:24][N:25](C)[C:26](=O)[O:27][C:28]([CH3:31])(C)C)[CH:11]=1.[C:34]([O:37]CC)(=[O:36])[CH3:35].Cl.C[OH:42]. No catalyst specified. The product is [C:28]([OH:42])(=[O:27])/[CH:31]=[CH:35]/[C:34]([OH:37])=[O:36].[F:1][C:2]1[CH:7]=[CH:6][CH:5]=[C:4]([O:8][CH3:9])[C:3]=1[C:10]1[N:14]([S:15]([C:18]2[CH:19]=[N:20][CH:21]=[CH:22][CH:23]=2)(=[O:17])=[O:16])[CH:13]=[C:12]([CH2:24][NH:25][CH3:26])[CH:11]=1. The yield is 0.510. (4) The reactants are [CH:1]1([C:4]([NH:6][C:7]2[CH:12]=[C:11]([O:13][C:14]3[CH:19]=[CH:18][C:17]([NH:20]C(=O)OC(C)(C)C)=[C:16]([F:28])[CH:15]=3)[CH:10]=[CH:9][N:8]=2)=[O:5])[CH2:3][CH2:2]1.FC(F)(F)C(O)=O. The catalyst is C(Cl)Cl. The product is [NH2:20][C:17]1[CH:18]=[CH:19][C:14]([O:13][C:11]2[CH:10]=[CH:9][N:8]=[C:7]([NH:6][C:4]([CH:1]3[CH2:3][CH2:2]3)=[O:5])[CH:12]=2)=[CH:15][C:16]=1[F:28]. The yield is 0.784. (5) The reactants are C([O-])(O)=O.[Na+].OC(C(F)(F)F)=O.[CH2:13]([O:20][N:21]1[C:27](=[O:28])[N:26]2[CH2:29][C@H:22]1[CH2:23][CH2:24][C@H:25]2[C:30]([NH:32][NH2:33])=[O:31])[C:14]1[CH:19]=[CH:18][CH:17]=[CH:16][CH:15]=1.[N:34]#[C:35]Br. The catalyst is O1CCOCC1. The product is [NH2:34][C:35]1[O:31][C:30]([C@@H:25]2[CH2:24][CH2:23][C@@H:22]3[CH2:29][N:26]2[C:27](=[O:28])[N:21]3[O:20][CH2:13][C:14]2[CH:19]=[CH:18][CH:17]=[CH:16][CH:15]=2)=[N:32][N:33]=1. The yield is 0.320. (6) The reactants are [S:1]1[CH2:6][CH2:5][CH:4]=[C:3]([C:7]([O-:9])=[O:8])[CH2:2]1.[CH3:10]O. The catalyst is [Pd].C. The product is [S:1]1[CH:6]=[CH:5][CH:4]=[C:3]([C:7]([O:9][CH3:10])=[O:8])[CH2:2]1. The yield is 0.960.